This data is from Forward reaction prediction with 1.9M reactions from USPTO patents (1976-2016). The task is: Predict the product of the given reaction. The product is: [O:1]=[C:2]1[C:11]2[C:6](=[CH:7][CH:8]=[CH:9][CH:10]=2)[N:5]=[C:4]([S:12][CH2:13][CH2:14][C:15]([OH:17])=[O:16])[NH:3]1. Given the reactants [O:1]=[C:2]1[C:11]2[C:6](=[CH:7][CH:8]=[CH:9][CH:10]=2)[N:5]=[C:4]([S:12][CH2:13][CH2:14][C:15]([O:17]C(C)(C)C)=[O:16])[NH:3]1.FC(F)(F)C(O)=O, predict the reaction product.